Dataset: Catalyst prediction with 721,799 reactions and 888 catalyst types from USPTO. Task: Predict which catalyst facilitates the given reaction. (1) Reactant: [CH:1]1([C:7]2[C:8]3[CH:9]=[CH:10][C:11]([C:33]([O:35]C)=[O:34])=[CH:12][C:13]=3[N:14]3[CH2:21][CH2:20][N:19]([CH2:22][CH2:23][N:24]([CH3:26])[CH3:25])[CH2:18][C:17]4[CH:27]=[C:28]([O:31][CH3:32])[CH:29]=[CH:30][C:16]=4[C:15]=23)[CH2:6][CH2:5][CH2:4][CH2:3][CH2:2]1. Product: [CH:1]1([C:7]2[C:8]3[CH:9]=[CH:10][C:11]([C:33]([OH:35])=[O:34])=[CH:12][C:13]=3[N:14]3[CH2:21][CH2:20][N:19]([CH2:22][CH2:23][N:24]([CH3:25])[CH3:26])[CH2:18][C:17]4[CH:27]=[C:28]([O:31][CH3:32])[CH:29]=[CH:30][C:16]=4[C:15]=23)[CH2:6][CH2:5][CH2:4][CH2:3][CH2:2]1. The catalyst class is: 758. (2) Reactant: [C:1]([OH:13])(=[O:12])[CH2:2][C:3]([CH2:8][C:9]([OH:11])=[O:10])([C:5]([OH:7])=[O:6])[OH:4].[NH2:14][C:15]1[C:20]2[C:21]([C:24]3[CH:29]=[CH:28][C:27]([NH:30][C:31]([NH:33][C:34]4[CH:39]=[CH:38][CH:37]=[C:36]([F:40])[CH:35]=4)=[O:32])=[CH:26][CH:25]=3)=[CH:22][S:23][C:19]=2[C:18]([C:41]2[CH:42]=[N:43][N:44]([CH2:46][CH2:47][OH:48])[CH:45]=2)=[CH:17][N:16]=1.O. The catalyst class is: 21. Product: [NH2:14][C:15]1[C:20]2[C:21]([C:24]3[CH:25]=[CH:26][C:27]([NH:30][C:31]([NH:33][C:34]4[CH:39]=[CH:38][CH:37]=[C:36]([F:40])[CH:35]=4)=[O:32])=[CH:28][CH:29]=3)=[CH:22][S:23][C:19]=2[C:18]([C:41]2[CH:42]=[N:43][N:44]([CH2:46][CH2:47][OH:48])[CH:45]=2)=[CH:17][N:16]=1.[C:1]([OH:13])(=[O:12])[CH2:2][C:3]([CH2:8][C:9]([OH:11])=[O:10])([C:5]([OH:7])=[O:6])[OH:4].